From a dataset of Full USPTO retrosynthesis dataset with 1.9M reactions from patents (1976-2016). Predict the reactants needed to synthesize the given product. (1) Given the product [CH3:1][O:2][C:3]1[CH:4]=[C:5]2[C:10](=[CH:11][C:12]=1[C:32]#[N:33])[N:9]=[CH:8][CH:7]=[C:6]2[O:21][C:22]1[CH:27]=[CH:26][C:25]([N+:28]([O-:30])=[O:29])=[CH:24][CH:23]=1, predict the reactants needed to synthesize it. The reactants are: [CH3:1][O:2][C:3]1[CH:4]=[C:5]2[C:10](=[CH:11][C:12]=1OS(C(F)(F)F)(=O)=O)[N:9]=[CH:8][CH:7]=[C:6]2[O:21][C:22]1[CH:27]=[CH:26][C:25]([N+:28]([O-:30])=[O:29])=[CH:24][CH:23]=1.O.[CH3:32][N:33](C)C=O. (2) The reactants are: [C:1]([OH:8])(=[O:7])/[CH:2]=[CH:3]\[C:4]([OH:6])=[O:5].[C:9]([O:12][C:13]1[S:21][C:20]2[CH2:19][CH2:18][N:17]([CH:22]([C:30]([CH:32]3[CH2:34][CH2:33]3)=[O:31])[C:23]3[CH:28]=[CH:27][CH:26]=[CH:25][C:24]=3[F:29])[CH2:16][C:15]=2[CH:14]=1)(=[O:11])[CH3:10]. Given the product [C:1]([OH:8])(=[O:7])/[CH:2]=[CH:3]\[C:4]([OH:6])=[O:5].[C:9]([O:12][C:13]1[S:21][C:20]2[CH2:19][CH2:18][N:17]([CH:22]([C:30]([CH:32]3[CH2:34][CH2:33]3)=[O:31])[C:23]3[CH:28]=[CH:27][CH:26]=[CH:25][C:24]=3[F:29])[CH2:16][C:15]=2[CH:14]=1)(=[O:11])[CH3:10], predict the reactants needed to synthesize it. (3) Given the product [NH2:1][C:2]1[S:6][N:5]=[C:4](/[C:7](=[N:42]/[OH:43])/[C:8]([NH:10][C@@H:11]2[C:18](=[O:19])[N:17]3[C@@H:12]2[S:13][CH2:14][C:15](/[CH:23]=[C:24]2/[C:25](=[O:41])[N:26]([C@@H:29]4[CH2:33][CH2:32][NH:31][CH2:30]4)[CH2:27][CH2:28]/2)=[C:16]3[C:20]([OH:22])=[O:21])=[O:9])[N:3]=1, predict the reactants needed to synthesize it. The reactants are: [NH2:1][C:2]1[S:6][N:5]=[C:4](/[C:7](=[N:42]/[O:43]C(C2C=CC=CC=2)(C2C=CC=CC=2)C2C=CC=CC=2)/[C:8]([NH:10][C@@H:11]2[C:18](=[O:19])[N:17]3[C@@H:12]2[S:13][CH2:14][C:15](/[CH:23]=[C:24]2/[C:25](=[O:41])[N:26]([C@@H:29]4[CH2:33][CH2:32][N:31](C(OC(C)(C)C)=O)[CH2:30]4)[CH2:27][CH2:28]/2)=[C:16]3[C:20]([OH:22])=[O:21])=[O:9])[N:3]=1.C([SiH](CC)CC)C.FC(F)(F)C(O)=O. (4) The reactants are: [Br:1][C:2]1[C:7]([OH:8])=[CH:6][CH:5]=[C:4]([CH3:9])[N:3]=1.[C:10]([O-])([O-])=O.[K+].[K+].CI. Given the product [Br:1][C:2]1[C:7]([O:8][CH3:10])=[CH:6][CH:5]=[C:4]([CH3:9])[N:3]=1, predict the reactants needed to synthesize it.